Dataset: Merck oncology drug combination screen with 23,052 pairs across 39 cell lines. Task: Regression. Given two drug SMILES strings and cell line genomic features, predict the synergy score measuring deviation from expected non-interaction effect. (1) Drug 1: CCC1(O)CC2CN(CCc3c([nH]c4ccccc34)C(C(=O)OC)(c3cc4c(cc3OC)N(C)C3C(O)(C(=O)OC)C(OC(C)=O)C5(CC)C=CCN6CCC43C65)C2)C1. Drug 2: C=CCn1c(=O)c2cnc(Nc3ccc(N4CCN(C)CC4)cc3)nc2n1-c1cccc(C(C)(C)O)n1. Cell line: UWB1289. Synergy scores: synergy=84.8. (2) Drug 1: N#Cc1ccc(Cn2cncc2CN2CCN(c3cccc(Cl)c3)C(=O)C2)cc1. Drug 2: CS(=O)(=O)CCNCc1ccc(-c2ccc3ncnc(Nc4ccc(OCc5cccc(F)c5)c(Cl)c4)c3c2)o1. Cell line: UWB1289. Synergy scores: synergy=16.5.